This data is from NCI-60 drug combinations with 297,098 pairs across 59 cell lines. The task is: Regression. Given two drug SMILES strings and cell line genomic features, predict the synergy score measuring deviation from expected non-interaction effect. (1) Drug 1: C1=C(C(=O)NC(=O)N1)F. Drug 2: C1=CC=C(C=C1)NC(=O)CCCCCCC(=O)NO. Cell line: CAKI-1. Synergy scores: CSS=36.3, Synergy_ZIP=4.01, Synergy_Bliss=4.01, Synergy_Loewe=9.53, Synergy_HSA=10.2. (2) Drug 1: C1=CC=C(C(=C1)C(C2=CC=C(C=C2)Cl)C(Cl)Cl)Cl. Drug 2: CN(C(=O)NC(C=O)C(C(C(CO)O)O)O)N=O. Cell line: EKVX. Synergy scores: CSS=3.02, Synergy_ZIP=-2.26, Synergy_Bliss=-4.50, Synergy_Loewe=-0.907, Synergy_HSA=-2.70. (3) Cell line: RXF 393. Drug 1: C1=CC(=C2C(=C1NCCNCCO)C(=O)C3=C(C=CC(=C3C2=O)O)O)NCCNCCO. Drug 2: COCCOC1=C(C=C2C(=C1)C(=NC=N2)NC3=CC=CC(=C3)C#C)OCCOC.Cl. Synergy scores: CSS=27.7, Synergy_ZIP=2.95, Synergy_Bliss=4.15, Synergy_Loewe=0.0273, Synergy_HSA=5.36. (4) Drug 2: C1=C(C(=O)NC(=O)N1)F. Cell line: SNB-19. Synergy scores: CSS=31.2, Synergy_ZIP=3.41, Synergy_Bliss=3.44, Synergy_Loewe=-3.72, Synergy_HSA=1.29. Drug 1: C1CCC(C1)C(CC#N)N2C=C(C=N2)C3=C4C=CNC4=NC=N3. (5) Drug 1: CN1CCC(CC1)COC2=C(C=C3C(=C2)N=CN=C3NC4=C(C=C(C=C4)Br)F)OC. Drug 2: C1=NNC2=C1C(=O)NC=N2. Cell line: RXF 393. Synergy scores: CSS=9.93, Synergy_ZIP=-2.75, Synergy_Bliss=1.97, Synergy_Loewe=2.62, Synergy_HSA=2.66.